From a dataset of Catalyst prediction with 721,799 reactions and 888 catalyst types from USPTO. Predict which catalyst facilitates the given reaction. Reactant: [C:1]([C:3]1[C:4]([O:15][CH3:16])=[C:5]([CH2:13]O)[C:6]2[C:11]([CH:12]=1)=[CH:10][CH:9]=[CH:8][CH:7]=2)#[N:2].[Na+].[I-:18]. Product: [C:1]([C:3]1[C:4]([O:15][CH3:16])=[C:5]([CH2:13][I:18])[C:6]2[C:11]([CH:12]=1)=[CH:10][CH:9]=[CH:8][CH:7]=2)#[N:2]. The catalyst class is: 10.